From a dataset of TCR-epitope binding with 47,182 pairs between 192 epitopes and 23,139 TCRs. Binary Classification. Given a T-cell receptor sequence (or CDR3 region) and an epitope sequence, predict whether binding occurs between them. (1) The epitope is EHPTFTSQYRIQGKL. The TCR CDR3 sequence is CASSQAGVEQYF. Result: 0 (the TCR does not bind to the epitope). (2) The epitope is LLQTGIHVRVSQPSL. The TCR CDR3 sequence is CASSWTGTTYNEQFF. Result: 0 (the TCR does not bind to the epitope). (3) The epitope is TPINLVRDL. The TCR CDR3 sequence is CASSMGQGAWGTEAFF. Result: 1 (the TCR binds to the epitope). (4) The epitope is LLDFVRFMGV. The TCR CDR3 sequence is CASSEKRETLILGNEQFF. Result: 0 (the TCR does not bind to the epitope). (5) Result: 1 (the TCR binds to the epitope). The TCR CDR3 sequence is CASSPNSGRVTGELFF. The epitope is FLKEKGGL. (6) The epitope is IVDTVSALV. The TCR CDR3 sequence is CASTPDGDNEQFF. Result: 0 (the TCR does not bind to the epitope).